From a dataset of Full USPTO retrosynthesis dataset with 1.9M reactions from patents (1976-2016). Predict the reactants needed to synthesize the given product. Given the product [CH2:1]([O:5][CH2:6][CH2:7][O:8][C:9]1[CH:14]=[CH:13][C:12]([C:15]2[CH:16]=[CH:17][C:18]3[N:24]([CH2:25][CH:26]([CH3:27])[CH3:28])[CH2:23][CH2:22][C:21]([C:29]([NH:31][C:32]4[CH:33]=[CH:34][C:35]([S:38]([CH2:39][CH2:40][N:41]5[CH:45]=[CH:44][N:43]=[CH:42]5)=[O:55])=[CH:36][CH:37]=4)=[O:30])=[CH:20][C:19]=3[CH:46]=2)=[CH:11][CH:10]=1)[CH2:2][CH2:3][CH3:4], predict the reactants needed to synthesize it. The reactants are: [CH2:1]([O:5][CH2:6][CH2:7][O:8][C:9]1[CH:14]=[CH:13][C:12]([C:15]2[CH:16]=[CH:17][C:18]3[N:24]([CH2:25][CH:26]([CH3:28])[CH3:27])[CH2:23][CH2:22][C:21]([C:29]([NH:31][C:32]4[CH:37]=[CH:36][C:35]([S:38][CH2:39][CH2:40][N:41]5[CH:45]=[CH:44][N:43]=[CH:42]5)=[CH:34][CH:33]=4)=[O:30])=[CH:20][C:19]=3[CH:46]=2)=[CH:11][CH:10]=1)[CH2:2][CH2:3][CH3:4].ClC1C=CC=C(C(OO)=[O:55])C=1.S([O-])([O-])(=O)=S.[Na+].[Na+].